Dataset: Catalyst prediction with 721,799 reactions and 888 catalyst types from USPTO. Task: Predict which catalyst facilitates the given reaction. (1) Reactant: C(N1C=CN=C1)(N1C=CN=C1)=O.[Br:13][C:14]1[CH:15]=[C:16]([CH:20]=[CH:21][N:22]=1)[C:17]([OH:19])=O.[F:23][C:24]([F:34])([F:33])[O:25][C:26]1[CH:32]=[CH:31][C:29]([NH2:30])=[CH:28][CH:27]=1.C([O-])([O-])=O.[Na+].[Na+]. Product: [Br:13][C:14]1[CH:15]=[C:16]([CH:20]=[CH:21][N:22]=1)[C:17]([NH:30][C:29]1[CH:31]=[CH:32][C:26]([O:25][C:24]([F:23])([F:33])[F:34])=[CH:27][CH:28]=1)=[O:19]. The catalyst class is: 23. (2) Reactant: Br[C:2]1[N:10]2[C:5]([CH:6]=[N:7][C:8]([S:11][CH3:12])=[N:9]2)=[CH:4][CH:3]=1.[CH3:13][N:14]([C:19]1[C:23](B2OC(C)(C)C(C)(C)O2)=[CH:22][N:21]([CH3:33])[N:20]=1)[S:15]([CH3:18])(=[O:17])=[O:16].CN(C)C=O.O1CCOCC1.C(=O)([O-])[O-].[Na+].[Na+].O. Product: [CH3:13][N:14]([C:19]1[C:23]([C:2]2[N:10]3[C:5]([CH:6]=[N:7][C:8]([S:11][CH3:12])=[N:9]3)=[CH:4][CH:3]=2)=[CH:22][N:21]([CH3:33])[N:20]=1)[S:15]([CH3:18])(=[O:16])=[O:17]. The catalyst class is: 73. (3) Product: [Cl:14][C:6]1[CH:7]=[C:8]([C:10]([F:13])([F:12])[F:11])[CH:9]=[C:4]([Cl:3])[C:5]=1[N:15]1[C:19]([NH:20][CH3:21])=[C:18]([CH2:26][S:27][CH3:28])[C:17]([C:29]#[N:30])=[N:16]1. The catalyst class is: 5. Reactant: [BH4-].[Na+].[Cl:3][C:4]1[CH:9]=[C:8]([C:10]([F:13])([F:12])[F:11])[CH:7]=[C:6]([Cl:14])[C:5]=1[N:15]1[C:19]([NH:20][C:21](OCC)=O)=[C:18]([CH2:26][S:27][CH3:28])[C:17]([C:29]#[N:30])=[N:16]1. (4) Reactant: [NH2:1][C:2]1[CH:11]=[CH:10][C:9]([C:12]([F:15])([F:14])[F:13])=[CH:8][C:3]=1[C:4]([O:6][CH3:7])=[O:5].ClC(Cl)(O[C:20](=[O:26])OC(Cl)(Cl)Cl)Cl.[Si:28]([O:35][CH2:36][CH2:37][CH2:38][NH2:39])([C:31]([CH3:34])([CH3:33])[CH3:32])([CH3:30])[CH3:29]. Product: [Si:28]([O:35][CH2:36][CH2:37][CH2:38][NH:39][C:20](=[O:26])[NH:1][C:2]1[CH:11]=[CH:10][C:9]([C:12]([F:13])([F:14])[F:15])=[CH:8][C:3]=1[C:4]([O:6][CH3:7])=[O:5])([C:31]([CH3:33])([CH3:34])[CH3:32])([CH3:30])[CH3:29]. The catalyst class is: 2. (5) Reactant: [CH3:1][NH:2][C:3](=[O:28])[C:4]1[CH:9]=[C:8]([Br:10])[C:7]([CH2:11][NH:12][S:13]([C:16]2[CH:21]=[CH:20][C:19]([N+:22]([O-:24])=[O:23])=[CH:18][CH:17]=2)(=[O:15])=[O:14])=[CH:6][C:5]=1[O:25][CH2:26][CH3:27].Br[CH2:30][C:31]([C:33]1[CH:38]=[C:37]([C:39]([CH3:42])([CH3:41])[CH3:40])[C:36]([OH:43])=[C:35]([C:44]([CH3:47])([CH3:46])[CH3:45])[CH:34]=1)=[O:32].C(=O)([O-])[O-].[Cs+].[Cs+]. The catalyst class is: 115. Product: [CH3:1][NH:2][C:3](=[O:28])[C:4]1[CH:9]=[C:8]([Br:10])[C:7]([CH2:11][N:12]([CH2:30][C:31]([C:33]2[CH:38]=[C:37]([C:39]([CH3:41])([CH3:40])[CH3:42])[C:36]([OH:43])=[C:35]([C:44]([CH3:47])([CH3:46])[CH3:45])[CH:34]=2)=[O:32])[S:13]([C:16]2[CH:17]=[CH:18][C:19]([N+:22]([O-:24])=[O:23])=[CH:20][CH:21]=2)(=[O:15])=[O:14])=[CH:6][C:5]=1[O:25][CH2:26][CH3:27]. (6) Reactant: [C:1]([O:5][C:6]([N:8]([C:35]([O:37][C:38]([CH3:41])([CH3:40])[CH3:39])=[O:36])[CH:9]([C:31]([O:33][CH3:34])=[O:32])[CH2:10][N:11]1[C:19]2[C:14](=[CH:15][CH:16]=[C:17]([C:20]([O:22][CH3:23])=[O:21])[CH:18]=2)[C:13]([CH:24]2[CH2:29][CH2:28][CH2:27][CH2:26][CH2:25]2)=[C:12]1Br)=[O:7])([CH3:4])([CH3:3])[CH3:2].C([O-])([O-])=O.[Na+].[Na+].[CH:48]([C:50]1[CH:55]=[CH:54][CH:53]=[CH:52][C:51]=1B(O)O)=[O:49]. Product: [C:1]([O:5][C:6]([N:8]([C:35]([O:37][C:38]([CH3:41])([CH3:40])[CH3:39])=[O:36])[CH:9]([C:31]([O:33][CH3:34])=[O:32])[CH2:10][N:11]1[C:19]2[C:14](=[CH:15][CH:16]=[C:17]([C:20]([O:22][CH3:23])=[O:21])[CH:18]=2)[C:13]([CH:24]2[CH2:29][CH2:28][CH2:27][CH2:26][CH2:25]2)=[C:12]1[C:51]1[CH:52]=[CH:53][CH:54]=[CH:55][C:50]=1[CH:48]=[O:49])=[O:7])([CH3:4])([CH3:3])[CH3:2]. The catalyst class is: 184. (7) Reactant: Cl.[F:2][CH2:3][CH2:4][NH:5][CH3:6].C(N(C(C)C)CC)(C)C.Cl[C:17](=[O:22])[C:18]([O:20][CH3:21])=[O:19]. Product: [F:2][CH2:3][CH2:4][N:5]([CH3:6])[C:17](=[O:22])[C:18]([O:20][CH3:21])=[O:19]. The catalyst class is: 2. (8) Reactant: [C:1]([CH2:4][N:5]1[CH:9]=[CH:8][C:7]([NH:10][C:11](=[O:30])[C@@H:12]([C:19]2[CH:24]=[CH:23][C:22]([S:25]([CH3:28])(=[O:27])=[O:26])=[C:21]([Cl:29])[CH:20]=2)[CH2:13][CH:14]2[CH2:18][CH2:17][CH2:16][CH2:15]2)=[N:6]1)(=[O:3])N.C(Cl)(=O)C(Cl)=[O:33].N1C(C)=CC=CC=1C.[C:45]([Si:49]([CH3:60])([CH3:59])OCCN1C=CC(N)=N1)([CH3:48])([CH3:47])[CH3:46]. Product: [C:45]([Si:49]([CH3:60])([CH3:59])[O:3][CH2:1][CH2:4][N:5]1[CH:9]=[CH:8][C:7]([NH:10][C:11](=[O:30])[CH:12]([C:19]2[CH:24]=[CH:23][C:22]([S:25]([CH3:28])(=[O:26])=[O:27])=[C:21]([Cl:29])[CH:20]=2)[CH2:13][CH:14]2[CH2:18][CH2:17][O:33][CH2:16][CH2:15]2)=[N:6]1)([CH3:48])([CH3:47])[CH3:46]. The catalyst class is: 61. (9) Reactant: [C:1]([N:8]1[CH2:12][C@@H:11]([O:13]C(=O)C)[C@H:10]([N:17]=[N+:18]=[N-:19])[CH2:9]1)([O:3][C:4]([CH3:7])([CH3:6])[CH3:5])=[O:2].[Li+].[OH-]. Product: [C:1]([N:8]1[CH2:12][C@@H:11]([OH:13])[C@H:10]([N:17]=[N+:18]=[N-:19])[CH2:9]1)([O:3][C:4]([CH3:7])([CH3:6])[CH3:5])=[O:2]. The catalyst class is: 36. (10) Reactant: [CH3:1][O:2][C:3]1[CH:8]=[CH:7][C:6]([NH2:9])=[C:5]([CH3:10])[CH:4]=1.CN(C)CC.[C:16](OC(=O)C)(=[O:18])[CH3:17]. Product: [CH3:1][O:2][C:3]1[CH:8]=[CH:7][C:6]([NH:9][C:16](=[O:18])[CH3:17])=[C:5]([CH3:10])[CH:4]=1. The catalyst class is: 7.